This data is from Reaction yield outcomes from USPTO patents with 853,638 reactions. The task is: Predict the reaction yield, written as a fraction of the theoretical maximum amount of product (1.0 means a 100% yield; for example, 0.34 means a 34% yield). The reactants are [C:1]([O:5][C:6]([NH:8][C:9]1[CH:14]=[CH:13][CH:12]=[CH:11][C:10]=1[NH:15][C:16](=[O:32])[C:17]1[CH:22]=[CH:21][C:20](B2OC(C)(C)C(C)(C)O2)=[CH:19][CH:18]=1)=[O:7])([CH3:4])([CH3:3])[CH3:2].[Cl:33][C:34]1[C:35](Cl)=[N:36][CH:37]=[C:38]([CH:42]=1)[C:39]([OH:41])=[O:40]. No catalyst specified. The product is [C:1]([O:5][C:6]([NH:8][C:9]1[CH:14]=[CH:13][CH:12]=[CH:11][C:10]=1[NH:15][C:16]([C:17]1[CH:18]=[CH:19][C:20]([C:35]2[C:34]([Cl:33])=[CH:42][C:38]([C:39]([OH:41])=[O:40])=[CH:37][N:36]=2)=[CH:21][CH:22]=1)=[O:32])=[O:7])([CH3:3])([CH3:2])[CH3:4]. The yield is 0.700.